Dataset: Peptide-MHC class II binding affinity with 134,281 pairs from IEDB. Task: Regression. Given a peptide amino acid sequence and an MHC pseudo amino acid sequence, predict their binding affinity value. This is MHC class II binding data. (1) The peptide sequence is PEQIQLLKKAFDAFD. The MHC is DRB1_1101 with pseudo-sequence DRB1_1101. The binding affinity (normalized) is 0.751. (2) The MHC is DRB1_0802 with pseudo-sequence DRB1_0802. The binding affinity (normalized) is 0.419. The peptide sequence is MRNVFDDVVPADFKV. (3) The peptide sequence is IDEVVAAFREARLRH. The MHC is DRB1_0101 with pseudo-sequence DRB1_0101. The binding affinity (normalized) is 0.448. (4) The peptide sequence is SPLFLIVAALVFLIL. The MHC is DRB1_0101 with pseudo-sequence DRB1_0101. The binding affinity (normalized) is 0.175. (5) The peptide sequence is FIMAYVNQAHHIDLM. The binding affinity (normalized) is 0.616. The MHC is DRB4_0101 with pseudo-sequence DRB4_0103.